Dataset: Full USPTO retrosynthesis dataset with 1.9M reactions from patents (1976-2016). Task: Predict the reactants needed to synthesize the given product. (1) Given the product [CH3:23][O:24][C:25](=[O:39])[C:26]1[CH:31]=[C:30]([N:32]2[CH2:36][CH2:35][CH2:34][C:33]2=[O:37])[CH:29]=[C:28]([N:38]2[C:11]([CH3:12])=[CH:10][CH:9]=[C:8]2[C:6]2[CH:7]=[C:2]([Cl:1])[CH:3]=[CH:4][C:5]=2[O:15][CH2:16][C:17]2[CH:22]=[CH:21][CH:20]=[CH:19][CH:18]=2)[CH:27]=1, predict the reactants needed to synthesize it. The reactants are: [Cl:1][C:2]1[CH:3]=[CH:4][C:5]([O:15][CH2:16][C:17]2[CH:22]=[CH:21][CH:20]=[CH:19][CH:18]=2)=[C:6]([C:8](=O)[CH2:9][CH2:10][C:11](=O)[CH3:12])[CH:7]=1.[CH3:23][O:24][C:25](=[O:39])[C:26]1[CH:31]=[C:30]([N:32]2[CH2:36][CH2:35][CH2:34][C:33]2=[O:37])[CH:29]=[C:28]([NH2:38])[CH:27]=1.CC1C=CC(S(O)(=O)=O)=CC=1. (2) Given the product [Br:8][C:9]1[CH:14]=[CH:13][C:12]([CH2:15][C:16]([CH3:20])([CH3:21])[CH2:17][CH2:18][CH3:19])=[CH:11][CH:10]=1, predict the reactants needed to synthesize it. The reactants are: C(O)COCCO.[Br:8][C:9]1[CH:14]=[CH:13][C:12]([C:15](=O)[C:16]([CH3:21])([CH3:20])[CH2:17][CH2:18][CH3:19])=[CH:11][CH:10]=1.O.NN.[OH-].[K+]. (3) Given the product [O:19]=[S:16]1(=[O:20])[CH2:17][CH2:18][CH:14]([C:5]2[C:4]3[C:8](=[C:9]([C:11]([NH2:13])=[O:12])[CH:10]=[C:2]([C:22]4[S:21][CH:25]=[CH:24][CH:23]=4)[CH:3]=3)[NH:7][CH:6]=2)[CH2:15]1, predict the reactants needed to synthesize it. The reactants are: Br[C:2]1[CH:3]=[C:4]2[C:8](=[C:9]([C:11]([NH2:13])=[O:12])[CH:10]=1)[NH:7][CH:6]=[C:5]2[CH:14]1[CH2:18][CH2:17][S:16](=[O:20])(=[O:19])[CH2:15]1.[S:21]1[CH:25]=[CH:24][CH:23]=[C:22]1B(O)O.C(=O)([O-])[O-].[K+].[K+]. (4) Given the product [NH2:15][C:14]1[C:11](=[N:10][NH:9][C:6]2[CH:7]=[CH:8][C:3]([S:2][CH3:1])=[CH:4][CH:5]=2)[C:12]([NH2:13])=[N:32][N:31]=1, predict the reactants needed to synthesize it. The reactants are: [CH3:1][S:2][C:3]1[CH:8]=[CH:7][C:6]([NH:9][N:10]=[C:11]([C:14]#[N:15])[C:12]#[N:13])=[CH:5][CH:4]=1.CSC1C=CC(N)=CC=1.C(#N)CC#N.O.[NH2:31][NH2:32]. (5) Given the product [Br:1][C:11]1[C:12]([NH2:19])=[N:13][C:14]([S:16]([CH3:18])=[O:17])=[N:15][C:10]=1[Cl:9], predict the reactants needed to synthesize it. The reactants are: [Br:1]N1C(=O)CCC1=O.[Cl:9][C:10]1[N:15]=[C:14]([S:16]([CH3:18])=[O:17])[N:13]=[C:12]([NH2:19])[CH:11]=1. (6) Given the product [C:36]([O:39][CH2:40][CH2:41][C:42]([N:22]1[CH2:21][CH2:20][N:19]2[C@H:14]([CH:1]([C:8]3[CH:13]=[CH:12][CH:11]=[CH:10][CH:9]=3)[C:2]3[CH:7]=[CH:6][CH:5]=[CH:4][CH:3]=3)[CH2:15][N:16]([C:24]([O:26][C:27]([CH3:30])([CH3:29])[CH3:28])=[O:25])[CH2:17][C@@H:18]2[CH2:23]1)=[O:43])(=[O:38])[CH3:37], predict the reactants needed to synthesize it. The reactants are: [CH:1]([C@H:14]1[N:19]2[CH2:20][CH2:21][NH:22][CH2:23][C@H:18]2[CH2:17][N:16]([C:24]([O:26][C:27]([CH3:30])([CH3:29])[CH3:28])=[O:25])[CH2:15]1)([C:8]1[CH:13]=[CH:12][CH:11]=[CH:10][CH:9]=1)[C:2]1[CH:7]=[CH:6][CH:5]=[CH:4][CH:3]=1.C(=O)(O)[O-].[Na+].[C:36]([O:39][CH2:40][CH2:41][C:42](Cl)=[O:43])(=[O:38])[CH3:37]. (7) Given the product [Cl:2][C:3]1[CH:4]=[C:5]([CH2:9][N:10]([C:13]([NH2:14])=[S:12])[NH2:11])[CH:6]=[CH:7][CH:8]=1, predict the reactants needed to synthesize it. The reactants are: Cl.[Cl:2][C:3]1[CH:4]=[C:5]([CH2:9][NH:10][NH2:11])[CH:6]=[CH:7][CH:8]=1.[S-:12][C:13]#[N:14].[NH4+]. (8) Given the product [F:1][C:2]1[CH:3]=[CH:4][C:5]([N:8]2[C:16]3[C:11](=[CH:12][C:13]([CH:17]([C:28]4[CH:29]=[CH:30][CH:31]=[CH:32][CH:33]=4)[CH:18]([C:22]4[CH:23]=[CH:24][CH:25]=[CH:26][CH:27]=4)[C:19]([NH2:41])=[O:20])=[CH:14][CH:15]=3)[CH:10]=[N:9]2)=[CH:6][CH:7]=1, predict the reactants needed to synthesize it. The reactants are: [F:1][C:2]1[CH:7]=[CH:6][C:5]([N:8]2[C:16]3[C:11](=[CH:12][C:13]([CH:17]([C:28]4[CH:33]=[CH:32][CH:31]=[CH:30][CH:29]=4)[CH:18]([C:22]4[CH:27]=[CH:26][CH:25]=[CH:24][CH:23]=4)[C:19](O)=[O:20])=[CH:14][CH:15]=3)[CH:10]=[N:9]2)=[CH:4][CH:3]=1.FC1C=CC([N:41]2C3C(=CC(C(C4C=CC=CC=4)C(C)(C)CN)=CC=3)C=N2)=CC=1.